Dataset: Peptide-MHC class II binding affinity with 134,281 pairs from IEDB. Task: Regression. Given a peptide amino acid sequence and an MHC pseudo amino acid sequence, predict their binding affinity value. This is MHC class II binding data. (1) The peptide sequence is EKKYFSATQFEPLAA. The MHC is HLA-DQA10301-DQB10302 with pseudo-sequence HLA-DQA10301-DQB10302. The binding affinity (normalized) is 0.398. (2) The binding affinity (normalized) is 0.648. The peptide sequence is NLPLQLGFSTGVNLV. The MHC is DRB1_0401 with pseudo-sequence DRB1_0401. (3) The peptide sequence is GKLYSILKIQSPLFT. The MHC is H-2-IAb with pseudo-sequence H-2-IAb. The binding affinity (normalized) is 0. (4) The peptide sequence is AAATAGTTVLGAFAA. The MHC is HLA-DQA10102-DQB10602 with pseudo-sequence HLA-DQA10102-DQB10602. The binding affinity (normalized) is 0.831. (5) The peptide sequence is FIFGEARSLYLNTEL. The MHC is DRB1_0901 with pseudo-sequence DRB1_0901. The binding affinity (normalized) is 0.850.